From a dataset of Peptide-MHC class I binding affinity with 185,985 pairs from IEDB/IMGT. Regression. Given a peptide amino acid sequence and an MHC pseudo amino acid sequence, predict their binding affinity value. This is MHC class I binding data. (1) The peptide sequence is VDFKTPGTY. The MHC is HLA-A25:01 with pseudo-sequence HLA-A25:01. The binding affinity (normalized) is 0.0847. (2) The peptide sequence is SELPQWLSANR. The MHC is HLA-A02:01 with pseudo-sequence HLA-A02:01. The binding affinity (normalized) is 0.260. (3) The peptide sequence is LPSDFFPSV. The MHC is HLA-B53:01 with pseudo-sequence HLA-B53:01. The binding affinity (normalized) is 0.558. (4) The peptide sequence is TSFFYRYGF. The MHC is Mamu-A02 with pseudo-sequence Mamu-A02. The binding affinity (normalized) is 1.00. (5) The peptide sequence is DYFESFSSFF. The MHC is HLA-A24:02 with pseudo-sequence HLA-A24:02. The binding affinity (normalized) is 0.778. (6) The MHC is HLA-A31:01 with pseudo-sequence HLA-A31:01. The binding affinity (normalized) is 0.0847. The peptide sequence is YQRALHTSI.